Predict which catalyst facilitates the given reaction. From a dataset of Catalyst prediction with 721,799 reactions and 888 catalyst types from USPTO. (1) Reactant: [CH3:1][CH:2]1[CH2:7][CH2:6][N:5]([C:8]([C:10]2[CH:18]=[CH:17][C:16]3[NH:15][C:14]4[CH2:19][CH2:20][N:21]([C:23]([O:25][C:26]([CH3:29])([CH3:28])[CH3:27])=[O:24])[CH2:22][C:13]=4[C:12]=3[CH:11]=2)=[O:9])[CH2:4][CH2:3]1.[H-].[Na+].[O-]S(C(F)(F)F)(=O)=O.[N:40]1([S:45](N2C=C[N+](C)=C2)(=[O:47])=[O:46])[CH:44]=[CH:43][N:42]=[CH:41]1. Product: [N:40]1([S:45]([N:15]2[C:16]3[CH:17]=[CH:18][C:10]([C:8]([N:5]4[CH2:6][CH2:7][CH:2]([CH3:1])[CH2:3][CH2:4]4)=[O:9])=[CH:11][C:12]=3[C:13]3[CH2:22][N:21]([C:23]([O:25][C:26]([CH3:28])([CH3:27])[CH3:29])=[O:24])[CH2:20][CH2:19][C:14]2=3)(=[O:47])=[O:46])[CH:44]=[CH:43][N:42]=[CH:41]1. The catalyst class is: 3. (2) Reactant: C1COCC1.C[O:7][C:8](=[O:38])[C@@H:9]([NH:27][C:28](=[O:37])[C:29]1[C:34]([Cl:35])=[CH:33][CH:32]=[CH:31][C:30]=1[Cl:36])[CH2:10]/[CH:11]=[CH:12]/[C:13]1[CH:18]=[CH:17][C:16]([C:19]2([O:25][CH3:26])[CH2:24][CH2:23][O:22][CH2:21][CH2:20]2)=[CH:15][CH:14]=1.O.O.O.O.O.O.O.O.[OH-].[Ba+2].[OH-]. Product: [Cl:36][C:30]1[CH:31]=[CH:32][CH:33]=[C:34]([Cl:35])[C:29]=1[C:28]([NH:27][C@@H:9]([CH2:10]/[CH:11]=[CH:12]/[C:13]1[CH:18]=[CH:17][C:16]([C:19]2([O:25][CH3:26])[CH2:24][CH2:23][O:22][CH2:21][CH2:20]2)=[CH:15][CH:14]=1)[C:8]([OH:38])=[O:7])=[O:37]. The catalyst class is: 6. (3) Reactant: C([O:4][C:5]1[CH:14]=[C:13]([Br:15])[C:12]([CH2:16]Br)=[CH:11][C:6]=1[C:7]([O:9][CH3:10])=[O:8])(=O)C.C(N(CC)CC)C.[NH:25]1[CH2:30][CH2:29][O:28][CH2:27][CH2:26]1. Product: [Br:15][C:13]1[C:12]([CH2:16][N:25]2[CH2:30][CH2:29][O:28][CH2:27][CH2:26]2)=[CH:11][C:6]([C:7]([O:9][CH3:10])=[O:8])=[C:5]([OH:4])[CH:14]=1. The catalyst class is: 372.